Dataset: Full USPTO retrosynthesis dataset with 1.9M reactions from patents (1976-2016). Task: Predict the reactants needed to synthesize the given product. (1) Given the product [Br:4][C:5]1[NH:25][C:8]2=[N:9][CH:10]=[C:11]([CH2:13][CH2:14][C:15]3[CH:16]=[C:17]([O:23][CH3:24])[CH:18]=[C:19]([O:21][CH3:22])[CH:20]=3)[N:12]=[C:7]2[CH:6]=1, predict the reactants needed to synthesize it. The reactants are: [OH-].[K+].O.[Br:4][C:5]1[N:25](S(C2C=CC=CC=2)(=O)=O)[C:8]2=[N:9][CH:10]=[C:11]([CH2:13][CH2:14][C:15]3[CH:20]=[C:19]([O:21][CH3:22])[CH:18]=[C:17]([O:23][CH3:24])[CH:16]=3)[N:12]=[C:7]2[CH:6]=1. (2) Given the product [C:1]([C:4]1[C:12]2[C:7](=[CH:8][CH:9]=[C:10]([C:13]([OH:15])=[O:14])[CH:11]=2)[N:6]([CH2:17][C:18]([N:39]2[CH2:40][C@H:41]([F:43])[CH2:42][C@H:38]2[C:36](=[O:37])[NH:35][C:31]2[C:30]([F:44])=[C:29]([C:24]3[CH:25]=[CH:26][CH:27]=[CH:28][C:23]=3[Cl:22])[CH:34]=[CH:33][CH:32]=2)=[O:20])[N:5]=1)(=[O:3])[NH2:2], predict the reactants needed to synthesize it. The reactants are: [C:1]([C:4]1[C:12]2[C:7](=[CH:8][CH:9]=[C:10]([C:13]([O:15]C)=[O:14])[CH:11]=2)[N:6]([CH2:17][C:18]([OH:20])=O)[N:5]=1)(=[O:3])[NH2:2].Cl.[Cl:22][C:23]1[CH:28]=[CH:27][CH:26]=[CH:25][C:24]=1[C:29]1[CH:34]=[CH:33][CH:32]=[C:31]([NH:35][C:36]([C@@H:38]2[CH2:42][C@@H:41]([F:43])[CH2:40][NH:39]2)=[O:37])[C:30]=1[F:44]. (3) Given the product [N:12]([CH2:2][CH2:3][C@H:4]([C:6]1[CH:11]=[CH:10][CH:9]=[CH:8][CH:7]=1)[OH:5])=[N+:13]=[N-:14], predict the reactants needed to synthesize it. The reactants are: Cl[CH2:2][CH2:3][C@H:4]([C:6]1[CH:11]=[CH:10][CH:9]=[CH:8][CH:7]=1)[OH:5].[N-:12]=[N+:13]=[N-:14].[Na+]. (4) Given the product [CH3:16][C:15]([CH3:35])([O:17][C:18]([NH:20][C@H:21]([CH2:26][C:27]1[CH:32]=[CH:31][C:30]([F:33])=[C:29]([F:34])[CH:28]=1)[CH2:22][C:23]([N:9]1[CH2:8][CH2:7][N:6]2[CH:11]=[C:3]([C:2]([F:12])([F:1])[F:13])[N:4]=[C:5]2[CH2:10]1)=[O:24])=[O:19])[CH3:14], predict the reactants needed to synthesize it. The reactants are: [F:1][C:2]([F:13])([F:12])[C:3]1[N:4]=[C:5]2[CH2:10][NH:9][CH2:8][CH2:7][N:6]2[CH:11]=1.[CH3:14][C:15]([CH3:35])([O:17][C:18]([NH:20][C@H:21]([CH2:26][C:27]1[CH:32]=[CH:31][C:30]([F:33])=[C:29]([F:34])[CH:28]=1)[CH2:22][C:23](O)=[O:24])=[O:19])[CH3:16].C1C=CC2N(O)N=NC=2C=1.C(Cl)CCl.